From a dataset of Forward reaction prediction with 1.9M reactions from USPTO patents (1976-2016). Predict the product of the given reaction. (1) The product is: [C:1]([O:5][C:6](=[O:17])[NH:7][C:8]1[CH:13]=[CH:12][C:11]([F:14])=[C:10]([CH2:15][O:16][C:21]2[CH:26]=[N:25][CH:24]=[CH:23][N:22]=2)[CH:9]=1)([CH3:4])([CH3:2])[CH3:3]. Given the reactants [C:1]([O:5][C:6](=[O:17])[NH:7][C:8]1[CH:13]=[CH:12][C:11]([F:14])=[C:10]([CH2:15][OH:16])[CH:9]=1)([CH3:4])([CH3:3])[CH3:2].[H-].[Na+].Cl[C:21]1[CH:26]=[N:25][CH:24]=[CH:23][N:22]=1, predict the reaction product. (2) Given the reactants [CH2:1]([O:3][C:4](=[O:18])[CH2:5][C:6]1[CH:11]=[CH:10][CH:9]=[C:8]([S:12][CH2:13][C:14](=O)[CH3:15])[C:7]=1[F:17])[CH3:2].Cl.[Cl:20][C:21]1[C:22]([F:29])=[C:23]([NH:27]N)[CH:24]=[CH:25][CH:26]=1, predict the reaction product. The product is: [CH2:1]([O:3][C:4](=[O:18])[CH2:5][C:6]1[CH:11]=[CH:10][CH:9]=[C:8]([S:12][C:13]2[C:24]3[C:23](=[C:22]([F:29])[C:21]([Cl:20])=[CH:26][CH:25]=3)[NH:27][C:14]=2[CH3:15])[C:7]=1[F:17])[CH3:2]. (3) Given the reactants Cl.[NH:2]1[CH2:5][CH:4]([C:6]2[CH:15]=[CH:14][C:13]3[C:8](=[CH:9][CH:10]=[CH:11][CH:12]=3)[N:7]=2)[CH2:3]1.C([O-])([O-])=O.[Cs+].[Cs+].[Cl:22][C:23]1[C:28](Cl)=[N:27][CH:26]=[CH:25][N:24]=1, predict the reaction product. The product is: [Cl:22][C:23]1[C:28]([N:2]2[CH2:3][CH:4]([C:6]3[CH:15]=[CH:14][C:13]4[C:8](=[CH:9][CH:10]=[CH:11][CH:12]=4)[N:7]=3)[CH2:5]2)=[N:27][CH:26]=[CH:25][N:24]=1. (4) Given the reactants [CH3:1][C:2]1[CH:3]=[C:4]2[C:8](=[CH:9][CH:10]=1)[NH:7][C:6]1[CH2:11][CH:12]3[NH:17][CH:16]([C:5]2=1)[CH2:15][CH2:14][CH2:13]3.[CH3:18][C:19]1[CH:24]=[CH:23][C:22]([CH3:25])=[CH:21][C:20]=1[CH:26]=[CH2:27], predict the reaction product. The product is: [CH3:18][C:19]1[CH:24]=[CH:23][C:22]([CH3:25])=[CH:21][C:20]=1[CH2:26][CH2:27][N:7]1[C:8]2[C:4](=[CH:3][C:2]([CH3:1])=[CH:10][CH:9]=2)[C:5]2[C@H:16]3[NH:17][C@@H:12]([CH2:11][C:6]1=2)[CH2:13][CH2:14][CH2:15]3.